Task: Binary Classification. Given a drug SMILES string, predict its activity (active/inactive) in a high-throughput screening assay against a specified biological target.. Dataset: HIV replication inhibition screening data with 41,000+ compounds from the AIDS Antiviral Screen (1) The molecule is Nc1ncnc2c1ncn2C1CC(O)C2(CO)CC12. The result is 0 (inactive). (2) The compound is Cc1nn(C(=O)c2ccncc2)c2c1C(c1cccc([N+](=O)[O-])c1)SC(=N)N2. The result is 0 (inactive). (3) The drug is COc1ccc(CN2CCCC=CCC(Cl)(Cl)C2=O)cc1. The result is 0 (inactive). (4) The molecule is O=C(Nc1ccccc1)c1cc(S(=O)(=O)n2cc[nH]c2=O)c(S)cc1Cl. The result is 0 (inactive). (5) The compound is CC1(C)OC(=O)C(=Cc2cccc(C#N)c2)C(=O)O1. The result is 0 (inactive). (6) The molecule is [O-][n+]1onc(-c2ccccc2)c1-c1ccccc1. The result is 0 (inactive).